This data is from hERG channel blocking data for cardiac toxicity assessment. The task is: Regression/Classification. Given a drug SMILES string, predict its toxicity properties. Task type varies by dataset: regression for continuous values (e.g., LD50, hERG inhibition percentage) or binary classification for toxic/non-toxic outcomes (e.g., AMES mutagenicity, cardiotoxicity, hepatotoxicity). Dataset: herg. (1) The compound is CC(=O)Nc1ccc(CN2CCC(NC(=O)c3cc(=O)c4ccc(F)cc4o3)CC2)cc1. The result is 0 (non-blocker). (2) The molecule is NC[C@@H](O)CSP(=O)(O)O. The result is 0 (non-blocker). (3) The molecule is CCc1cn(-c2ccc(F)cc2)c2ccc(Cl)cc12. The result is 1 (blocker). (4) The drug is O=C([O-])COCC[NH+]1CC[NH+]([C@H](c2ccccc2)c2ccc(Cl)cc2)CC1. The result is 1 (blocker). (5) The molecule is O=C(NC1CCN(Cc2ccc3c(c2)OCO3)CC1)c1cc(=O)c2ccc(Br)cc2o1. The result is 1 (blocker). (6) The drug is N#Cc1ccc(C(c2ccc(C#N)cc2)n2cncn2)cc1. The result is 0 (non-blocker).